Dataset: Ames mutagenicity test results for genotoxicity prediction. Task: Regression/Classification. Given a drug SMILES string, predict its toxicity properties. Task type varies by dataset: regression for continuous values (e.g., LD50, hERG inhibition percentage) or binary classification for toxic/non-toxic outcomes (e.g., AMES mutagenicity, cardiotoxicity, hepatotoxicity). Dataset: ames. (1) The compound is Cc1c(Cl)cnc2ccccc12. The result is 0 (non-mutagenic). (2) The drug is O=C(O)COc1cc(Cl)c(Cl)cc1Cl. The result is 0 (non-mutagenic). (3) The compound is Clc1cccc2cc3ccccc3cc12. The result is 0 (non-mutagenic). (4) The molecule is COc1cccc2c1ccc1c(C(=O)O)cc3c(c12)OCO3. The result is 1 (mutagenic). (5) The molecule is CC(C)(c1ccc(OP(O)O)cc1)c1ccc(OP(O)O)cc1. The result is 0 (non-mutagenic).